This data is from Reaction yield outcomes from USPTO patents with 853,638 reactions. The task is: Predict the reaction yield, written as a fraction of the theoretical maximum amount of product (1.0 means a 100% yield; for example, 0.34 means a 34% yield). The product is [C:16]1([C:2]2[C:11]3[C:6](=[CH:7][CH:8]=[CH:9][CH:10]=3)[C:5](=[O:12])[O:4][C:3]=2[CH2:13][CH2:14][CH3:15])[CH:21]=[CH:20][CH:19]=[CH:18][CH:17]=1. The reactants are I[C:2]1[C:11]2[C:6](=[CH:7][CH:8]=[CH:9][CH:10]=2)[C:5](=[O:12])[O:4][C:3]=1[CH2:13][CH2:14][CH3:15].[C:16]1(B(O)O)[CH:21]=[CH:20][CH:19]=[CH:18][CH:17]=1.C([O-])([O-])=O.[Cs+].[Cs+]. The yield is 0.159. The catalyst is CN(C=O)C.C1C=CC([P]([Pd]([P](C2C=CC=CC=2)(C2C=CC=CC=2)C2C=CC=CC=2)([P](C2C=CC=CC=2)(C2C=CC=CC=2)C2C=CC=CC=2)[P](C2C=CC=CC=2)(C2C=CC=CC=2)C2C=CC=CC=2)(C2C=CC=CC=2)C2C=CC=CC=2)=CC=1.